Task: Predict the product of the given reaction.. Dataset: Forward reaction prediction with 1.9M reactions from USPTO patents (1976-2016) (1) Given the reactants C(OC1C=CC(C[C@H](NC([C@@H](/C=C/CCCCCCC(F)(F)CCCCCCC)[C@@](O)(CCC)C(O)=O)=O)C(O)=O)=CC=1)C#CC.[CH2:47]([O:51][C:52]1[CH:57]=[CH:56][C:55]([CH2:58][C@H:59]([NH:64][C:65]([C@@H:67](/[CH:77]=[CH:78]/[CH2:79][CH2:80][CH2:81][CH2:82][CH2:83][CH2:84][CH:85]([OH:93])[CH2:86][CH2:87][CH2:88][CH2:89][CH2:90][CH2:91][CH3:92])[C@@:68]([OH:76])([CH2:72][CH2:73][O:74][CH3:75])[C:69]([OH:71])=[O:70])=[O:66])[C:60]([O:62]C)=[O:61])=[CH:54][CH:53]=1)[CH2:48][CH2:49][CH3:50], predict the reaction product. The product is: [CH2:47]([O:51][C:52]1[CH:53]=[CH:54][C:55]([CH2:58][C@H:59]([NH:64][C:65]([C@@H:67](/[CH:77]=[CH:78]/[CH2:79][CH2:80][CH2:81][CH2:82][CH2:83][CH2:84][CH:85]([OH:93])[CH2:86][CH2:87][CH2:88][CH2:89][CH2:90][CH2:91][CH3:92])[C@@:68]([OH:76])([CH2:72][CH2:73][O:74][CH3:75])[C:69]([OH:71])=[O:70])=[O:66])[C:60]([OH:62])=[O:61])=[CH:56][CH:57]=1)[CH2:48][CH2:49][CH3:50]. (2) Given the reactants [F:1][C:2]1[CH:7]=[CH:6][C:5]([C@H:8]([NH:10][C:11]([C@H:13]2[CH2:18][CH2:17][C@H:16]([NH:19][S:20]([C:23]3[CH:24]=[N:25][C:26](Cl)=[C:27]([Br:29])[CH:28]=3)(=[O:22])=[O:21])[CH2:15][CH2:14]2)=[O:12])[CH3:9])=[CH:4][CH:3]=1.[CH3:31][OH:32], predict the reaction product. The product is: [F:1][C:2]1[CH:7]=[CH:6][C:5]([C@H:8]([NH:10][C:11]([C@H:13]2[CH2:18][CH2:17][C@H:16]([NH:19][S:20]([C:23]3[CH:24]=[N:25][C:26]([O:32][CH3:31])=[C:27]([Br:29])[CH:28]=3)(=[O:22])=[O:21])[CH2:15][CH2:14]2)=[O:12])[CH3:9])=[CH:4][CH:3]=1. (3) Given the reactants Br[C:2]1[CH:3]=[C:4]([NH:8][C:9]2[C:18]3[C:13](=[CH:14][C:15]([F:20])=[CH:16][C:17]=3[F:19])[N:12]=[C:11]([C:21]3[CH:26]=[C:25]([CH3:27])[CH:24]=[CH:23][N:22]=3)[C:10]=2[CH3:28])[CH:5]=[N:6][CH:7]=1.[B:29]1(B2OC(C)(C)C(C)(C)O2)[O:33]C(C)(C)C(C)(C)[O:30]1.C([O-])(=O)C.[K+], predict the reaction product. The product is: [F:19][C:17]1[CH:16]=[C:15]([F:20])[CH:14]=[C:13]2[C:18]=1[C:9]([NH:8][C:4]1[CH:3]=[C:2]([B:29]([OH:33])[OH:30])[CH:7]=[N:6][CH:5]=1)=[C:10]([CH3:28])[C:11]([C:21]1[CH:26]=[C:25]([CH3:27])[CH:24]=[CH:23][N:22]=1)=[N:12]2. (4) Given the reactants C(OC(N1[CH2:11][C@H:10](O)[CH2:9][C@H:8]1[C:13]([O:15]C)=O)=O)C=C.[CH2:17]([O:20]C(N1C[C@H](O)C[C@H]1CO[Si](C(C)(C)C)(C)C)=O)C=C.[NH2:38][C:39]1[CH:54]=[CH:53][C:52](I)=[CH:51][C:40]=1[C:41]([N:43]1[CH2:47][C:46](=[CH2:48])[CH2:45][C@H:44]1[CH2:49]O)=[O:42].[CH2:56](OC(N1C[C@H](O)C[C@H]1CO)=O)[CH:57]=C, predict the reaction product. The product is: [CH2:13]([O:15][C:53]1[C:52]([O:20][CH3:17])=[CH:51][C:40]2[C:41](=[O:42])[N:43]3[CH2:47][C:46](=[CH2:48])[CH2:45][C@H:44]3[CH:49]=[N:38][C:39]=2[CH:54]=1)[C:8]1[CH:9]=[CH:10][CH:11]=[CH:57][CH:56]=1.